This data is from Full USPTO retrosynthesis dataset with 1.9M reactions from patents (1976-2016). The task is: Predict the reactants needed to synthesize the given product. (1) Given the product [ClH:25].[F:1][C:2]1[C:7]([F:8])=[CH:6][C:5]2[NH:9][C:10]3[S:14][C:13]4[CH:15]=[CH:16][CH:17]=[CH:18][C:12]=4[C:11]=3[C:19]([NH2:20])=[N:21][C:4]=2[CH:3]=1, predict the reactants needed to synthesize it. The reactants are: [F:1][C:2]1[C:7]([F:8])=[CH:6][C:5]([NH:9][C:10]2[S:14][C:13]3[CH:15]=[CH:16][CH:17]=[CH:18][C:12]=3[C:11]=2[C:19]#[N:20])=[C:4]([N+:21]([O-])=O)[CH:3]=1.[Sn](Cl)[Cl:25].Cl. (2) Given the product [Cl:18][C:19]1[CH:20]=[C:21]([CH:27]=[CH:28][CH:29]=1)[CH2:22][S:23][CH2:24][CH2:25][NH:26][C:5](=[O:6])[C:4]1[C:3]([C:2]([F:17])([F:16])[F:1])=[CH:11][CH:10]=[CH:9][C:8]=1[C:12]([F:15])([F:14])[F:13], predict the reactants needed to synthesize it. The reactants are: [F:1][C:2]([F:17])([F:16])[C:3]1[CH:11]=[CH:10][CH:9]=[C:8]([C:12]([F:15])([F:14])[F:13])[C:4]=1[C:5](Cl)=[O:6].[Cl:18][C:19]1[CH:20]=[C:21]([CH:27]=[CH:28][CH:29]=1)[CH2:22][S:23][CH2:24][CH2:25][NH2:26]. (3) Given the product [Br:1][C:2]1[CH:10]=[C:9]([F:11])[CH:8]=[C:7]2[C:3]=1[C:4]([S:24][C:25]1[CH:26]=[CH:27][C:28]([Cl:31])=[CH:29][CH:30]=1)=[C:5]1[C:20](=[O:22])[CH:14]([C:15]([O:17][CH2:18][CH3:19])=[O:16])[CH2:13][CH2:12][N:6]12, predict the reactants needed to synthesize it. The reactants are: [Br:1][C:2]1[CH:10]=[C:9]([F:11])[CH:8]=[C:7]2[C:3]=1[C:4]([S:24][C:25]1[CH:30]=[CH:29][C:28]([Cl:31])=[CH:27][CH:26]=1)=[C:5]([C:20]([O:22]C)=O)[N:6]2[CH2:12][CH2:13][CH2:14][C:15]([O:17][CH2:18][CH3:19])=[O:16].CC(C)([O-])C.[K+].Cl. (4) Given the product [C:48]([O:47][C:45]([N:37]([C:38]([O:40][C:41]([CH3:42])([CH3:43])[CH3:44])=[O:39])[C:33]1[C:34]2[C:29](=[CH:28][C:27]([NH:26][CH:54]([C:18]3[CH:19]=[CH:20][C:15]([CH2:14][CH2:13][O:12][C:10](=[O:11])[NH:9][C:5]4[CH:6]=[CH:7][CH:8]=[C:3]([C:1]#[N:2])[CH:4]=4)=[C:16]([CH2:24][CH3:25])[CH:17]=3)[C:53]([OH:57])=[O:56])=[CH:36][CH:35]=2)[CH:30]=[CH:31][N:32]=1)=[O:46])([CH3:51])([CH3:50])[CH3:49], predict the reactants needed to synthesize it. The reactants are: [C:1]([C:3]1[CH:4]=[C:5]([NH:9][C:10]([O:12][CH2:13][CH2:14][C:15]2[CH:20]=[CH:19][C:18](B(O)O)=[CH:17][C:16]=2[CH2:24][CH3:25])=[O:11])[CH:6]=[CH:7][CH:8]=1)#[N:2].[NH2:26][C:27]1[CH:28]=[C:29]2[C:34](=[CH:35][CH:36]=1)[C:33]([N:37]([C:45]([O:47][C:48]([CH3:51])([CH3:50])[CH3:49])=[O:46])[C:38]([O:40][C:41]([CH3:44])([CH3:43])[CH3:42])=[O:39])=[N:32][CH:31]=[CH:30]2.O.[C:53]([OH:57])(=[O:56])[CH:54]=O. (5) Given the product [F:11][C:12]([F:22])([F:23])[C:13]1[CH:14]=[C:15]([CH:19]=[CH:20][CH:21]=1)[C:16]([NH:1][C:2]1[CH:3]=[C:4]([CH:8]=[CH:9][CH:10]=1)[C:5]([OH:7])=[O:6])=[O:17], predict the reactants needed to synthesize it. The reactants are: [NH2:1][C:2]1[CH:3]=[C:4]([CH:8]=[CH:9][CH:10]=1)[C:5]([OH:7])=[O:6].[F:11][C:12]([F:23])([F:22])[C:13]1[CH:14]=[C:15]([CH:19]=[CH:20][CH:21]=1)[C:16](Cl)=[O:17]. (6) Given the product [Cl:10][C:11]1[CH:19]=[CH:18][C:17]([CH2:2][NH:3][C:4]([C:5]([F:8])([F:7])[F:6])=[O:9])=[CH:16][C:12]=1[C:13]([OH:15])=[O:14], predict the reactants needed to synthesize it. The reactants are: O[CH2:2][NH:3][C:4](=[O:9])[C:5]([F:8])([F:7])[F:6].[Cl:10][C:11]1[CH:19]=[CH:18][CH:17]=[CH:16][C:12]=1[C:13]([OH:15])=[O:14]. (7) Given the product [CH2:1]([N:8]1[CH2:9][CH:10]2[NH:16][C:13]([CH3:20])([CH2:12][CH2:11]2)[CH2:14]1)[C:2]1[CH:3]=[CH:4][CH:5]=[CH:6][CH:7]=1, predict the reactants needed to synthesize it. The reactants are: [CH2:1]([N:8]1[C:14](=O)[CH:13]2[N:16](C)[CH:10]([CH2:11][CH2:12]2)[C:9]1=O)[C:2]1[CH:7]=[CH:6][CH:5]=[CH:4][CH:3]=1.O1CCOC[CH2:20]1.[H-].[H-].[H-].[H-].[Li+].[Al+3].O. (8) Given the product [CH2:1]([O:3][C:4](=[O:20])[C:5]#[C:6][C:7]1[S:11][C:10]([NH2:12])=[N:9][CH:8]=1)[CH3:2], predict the reactants needed to synthesize it. The reactants are: [CH2:1]([O:3][C:4](=[O:20])[C:5]#[C:6][C:7]1[S:11][C:10]([NH:12]C(OC(C)(C)C)=O)=[N:9][CH:8]=1)[CH3:2].FC(F)(F)C(O)=O.C(=O)(O)[O-]. (9) Given the product [C:1]([O:5][C:6](=[O:16])[NH:7][C@H:8]([CH2:14][CH3:15])[CH2:9][C@H:10]([O:13][Si:22]([C:25]([CH3:28])([CH3:27])[CH3:26])([CH3:24])[CH3:23])[CH:11]=[CH2:12])([CH3:4])([CH3:3])[CH3:2], predict the reactants needed to synthesize it. The reactants are: [C:1]([O:5][C:6](=[O:16])[NH:7][C@H:8]([CH2:14][CH3:15])[CH2:9][C@H:10]([OH:13])[CH:11]=[CH2:12])([CH3:4])([CH3:3])[CH3:2].N1C=CN=C1.[Si:22](Cl)([C:25]([CH3:28])([CH3:27])[CH3:26])([CH3:24])[CH3:23]. (10) Given the product [F:1][C:2]1[CH:3]=[C:4]2[C:14](=[CH:15][C:16]=1[F:17])[C:8]1([CH2:9][CH2:10][O:11][CH2:12][CH2:13]1)[C:7](=[O:18])[C:6]([C:19]([NH:35][CH2:36][C:37]([O:39][C:40]([CH3:43])([CH3:42])[CH3:41])=[O:38])=[O:20])=[C:5]2[OH:24], predict the reactants needed to synthesize it. The reactants are: [F:1][C:2]1[CH:3]=[C:4]2[C:14](=[CH:15][C:16]=1[F:17])[C:8]1([CH2:13][CH2:12][O:11][CH2:10][CH2:9]1)[C:7](=[O:18])[C:6]([C:19](OCC)=[O:20])=[C:5]2[OH:24].C(N(C(C)C)C(C)C)C.Cl.[NH2:35][CH2:36][C:37]([O:39][C:40]([CH3:43])([CH3:42])[CH3:41])=[O:38].